Dataset: NCI-60 drug combinations with 297,098 pairs across 59 cell lines. Task: Regression. Given two drug SMILES strings and cell line genomic features, predict the synergy score measuring deviation from expected non-interaction effect. (1) Drug 1: CC1C(C(CC(O1)OC2CC(CC3=C2C(=C4C(=C3O)C(=O)C5=C(C4=O)C(=CC=C5)OC)O)(C(=O)CO)O)N)O.Cl. Drug 2: COC1=CC(=CC(=C1O)OC)C2C3C(COC3=O)C(C4=CC5=C(C=C24)OCO5)OC6C(C(C7C(O6)COC(O7)C8=CC=CS8)O)O. Cell line: NCI-H460. Synergy scores: CSS=59.6, Synergy_ZIP=4.52, Synergy_Bliss=4.01, Synergy_Loewe=-8.41, Synergy_HSA=4.45. (2) Drug 1: CC(C1=C(C=CC(=C1Cl)F)Cl)OC2=C(N=CC(=C2)C3=CN(N=C3)C4CCNCC4)N. Drug 2: COC1=C(C=C2C(=C1)N=CN=C2NC3=CC(=C(C=C3)F)Cl)OCCCN4CCOCC4. Cell line: HS 578T. Synergy scores: CSS=19.0, Synergy_ZIP=1.41, Synergy_Bliss=16.1, Synergy_Loewe=10.5, Synergy_HSA=11.1. (3) Drug 1: CC1C(C(=O)NC(C(=O)N2CCCC2C(=O)N(CC(=O)N(C(C(=O)O1)C(C)C)C)C)C(C)C)NC(=O)C3=C4C(=C(C=C3)C)OC5=C(C(=O)C(=C(C5=N4)C(=O)NC6C(OC(=O)C(N(C(=O)CN(C(=O)C7CCCN7C(=O)C(NC6=O)C(C)C)C)C)C(C)C)C)N)C. Drug 2: CC1=C2C(C(=O)C3(C(CC4C(C3C(C(C2(C)C)(CC1OC(=O)C(C(C5=CC=CC=C5)NC(=O)OC(C)(C)C)O)O)OC(=O)C6=CC=CC=C6)(CO4)OC(=O)C)O)C)O. Cell line: UO-31. Synergy scores: CSS=2.89, Synergy_ZIP=0.965, Synergy_Bliss=1.42, Synergy_Loewe=-0.448, Synergy_HSA=-0.900. (4) Drug 1: CNC(=O)C1=CC=CC=C1SC2=CC3=C(C=C2)C(=NN3)C=CC4=CC=CC=N4. Drug 2: C1=C(C(=O)NC(=O)N1)F. Cell line: HT29. Synergy scores: CSS=36.9, Synergy_ZIP=1.25, Synergy_Bliss=-3.77, Synergy_Loewe=-5.73, Synergy_HSA=-4.20. (5) Drug 1: C1=C(C(=O)NC(=O)N1)F. Drug 2: CCN(CC)CCNC(=O)C1=C(NC(=C1C)C=C2C3=C(C=CC(=C3)F)NC2=O)C. Cell line: SK-OV-3. Synergy scores: CSS=60.0, Synergy_ZIP=11.3, Synergy_Bliss=10.8, Synergy_Loewe=6.86, Synergy_HSA=14.9. (6) Drug 1: CNC(=O)C1=NC=CC(=C1)OC2=CC=C(C=C2)NC(=O)NC3=CC(=C(C=C3)Cl)C(F)(F)F. Drug 2: CCN(CC)CCCC(C)NC1=C2C=C(C=CC2=NC3=C1C=CC(=C3)Cl)OC. Cell line: TK-10. Synergy scores: CSS=10.6, Synergy_ZIP=-3.98, Synergy_Bliss=-4.17, Synergy_Loewe=-16.5, Synergy_HSA=-5.50.